Dataset: Reaction yield outcomes from USPTO patents with 853,638 reactions. Task: Predict the reaction yield, written as a fraction of the theoretical maximum amount of product (1.0 means a 100% yield; for example, 0.34 means a 34% yield). The reactants are [Cl:1][C:2]1[CH:7]=[CH:6][C:5]([S:8][CH2:9][CH2:10][C:11]([O:13][CH3:14])=[O:12])=[C:4]([NH:15][S:16]([C:19]2[CH:24]=[CH:23][C:22]([Cl:25])=[CH:21][C:20]=2[F:26])(=[O:18])=[O:17])[CH:3]=1.C1C=C(Cl)C=C(C(OO)=[O:35])C=1. The catalyst is C(Cl)Cl. The product is [Cl:1][C:2]1[CH:7]=[CH:6][C:5]([S:8]([CH2:9][CH2:10][C:11]([O:13][CH3:14])=[O:12])=[O:35])=[C:4]([NH:15][S:16]([C:19]2[CH:24]=[CH:23][C:22]([Cl:25])=[CH:21][C:20]=2[F:26])(=[O:18])=[O:17])[CH:3]=1. The yield is 0.220.